This data is from Peptide-MHC class II binding affinity with 134,281 pairs from IEDB. The task is: Regression. Given a peptide amino acid sequence and an MHC pseudo amino acid sequence, predict their binding affinity value. This is MHC class II binding data. (1) The peptide sequence is EKKYVAATQFEPLAA. The MHC is HLA-DQA10501-DQB10201 with pseudo-sequence HLA-DQA10501-DQB10201. The binding affinity (normalized) is 0.482. (2) The binding affinity (normalized) is 0.391. The peptide sequence is FGSMPALTIACMTVQ. The MHC is DRB1_0301 with pseudo-sequence DRB1_0301. (3) The peptide sequence is KANWIEIMRIKKLTI. The MHC is DRB3_0202 with pseudo-sequence DRB3_0202. The binding affinity (normalized) is 0.195. (4) The MHC is HLA-DQA10501-DQB10201 with pseudo-sequence HLA-DQA10501-DQB10201. The binding affinity (normalized) is 0.0276. The peptide sequence is CGYKDVDKPPFDGMT. (5) The peptide sequence is SAALGPLIEGNTSLL. The MHC is DRB1_1301 with pseudo-sequence DRB1_1301. The binding affinity (normalized) is 0. (6) The peptide sequence is LGHDGTVWAQSADFP. The MHC is DRB1_1302 with pseudo-sequence DRB1_1302. The binding affinity (normalized) is 0.0910. (7) The peptide sequence is MVGTILEMLGTRLDQ. The binding affinity (normalized) is 0.351. The MHC is HLA-DQA10501-DQB10201 with pseudo-sequence HLA-DQA10501-DQB10201.